From a dataset of Peptide-MHC class I binding affinity with 185,985 pairs from IEDB/IMGT. Regression. Given a peptide amino acid sequence and an MHC pseudo amino acid sequence, predict their binding affinity value. This is MHC class I binding data. (1) The peptide sequence is NQQVTNSKY. The MHC is HLA-B15:09 with pseudo-sequence HLA-B15:09. The binding affinity (normalized) is 0.0847. (2) The peptide sequence is LDLAIQQL. The MHC is H-2-Kk with pseudo-sequence H-2-Kk. The binding affinity (normalized) is 0.127. (3) The MHC is HLA-A03:01 with pseudo-sequence HLA-A03:01. The binding affinity (normalized) is 0.0847. The peptide sequence is RTFGCSWEF. (4) The peptide sequence is ITFHNQRDF. The MHC is HLA-B27:05 with pseudo-sequence HLA-B27:05. The binding affinity (normalized) is 0.0847. (5) The peptide sequence is AFHHIAREK. The MHC is HLA-B58:01 with pseudo-sequence HLA-B58:01. The binding affinity (normalized) is 0. (6) The peptide sequence is EETIGEAFEW. The MHC is Mamu-A11 with pseudo-sequence Mamu-A11. The binding affinity (normalized) is 0. (7) The peptide sequence is WMTTEDMLTV. The MHC is HLA-A02:17 with pseudo-sequence HLA-A02:17. The binding affinity (normalized) is 0.287.